From a dataset of Forward reaction prediction with 1.9M reactions from USPTO patents (1976-2016). Predict the product of the given reaction. (1) Given the reactants Cl[C:2]1C=CC(S(N2C(=O)/C(=C/C3C=C(Cl)C=CC=3OC)/CNC(=O)C2)(=O)=O)=CC=1C(OC)=O.ClC1C=CC(S(N2C(=O)/C(=C/C3C=C(Cl)C=CC=3OC)/CNC(=O)C2)(=O)=O)=CC=1C(O)=O.[NH2:66][C:67]1[CH:75]=[C:74]([S:76]([N:79]2[C:85](=[O:86])[CH:84]([CH2:87][C:88]3[CH:93]=[C:92]([Cl:94])[CH:91]=[CH:90][C:89]=3[O:95][CH3:96])[CH2:83][NH:82][C:81](=[O:97])[CH2:80]2)(=[O:78])=[O:77])[CH:73]=[CH:72][C:68]=1[C:69]([OH:71])=[O:70], predict the reaction product. The product is: [NH2:66][C:67]1[CH:75]=[C:74]([S:76]([N:79]2[C:85](=[O:86])[CH:84]([CH2:87][C:88]3[CH:93]=[C:92]([Cl:94])[CH:91]=[CH:90][C:89]=3[O:95][CH3:96])[CH2:83][NH:82][C:81](=[O:97])[CH2:80]2)(=[O:77])=[O:78])[CH:73]=[CH:72][C:68]=1[C:69]([O:71][CH3:2])=[O:70]. (2) Given the reactants [Cl-].[Al+3].[Cl-].[Cl-].[BH4-].[Na+].[Br:7][C:8]1[O:12][C:11]([C:13]([C:15]2[CH:20]=[CH:19][C:18]([F:21])=[CH:17][CH:16]=2)=O)=[CH:10][CH:9]=1, predict the reaction product. The product is: [Br:7][C:8]1[O:12][C:11]([CH2:13][C:15]2[CH:20]=[CH:19][C:18]([F:21])=[CH:17][CH:16]=2)=[CH:10][CH:9]=1. (3) Given the reactants [C:1]([O:5][C:6]([NH:8][CH:9]([C:13]1[CH:18]=[CH:17][CH:16]=[CH:15][C:14]=1[F:19])[C:10]([OH:12])=[O:11])=[O:7])([CH3:4])([CH3:3])[CH3:2].C(=NC1CCCCC1)=NC1CCCCC1.N1(O)C2C=CC=CC=2N=N1.[N:45]12[CH2:52][CH2:51][CH:48]([CH2:49][CH2:50]1)[C@@H:47](O)[CH2:46]2, predict the reaction product. The product is: [C:1]([O:5][C:6]([NH:8][CH:9]([C:13]1[CH:18]=[CH:17][CH:16]=[CH:15][C:14]=1[F:19])[C:10]([O:12][C@@H:47]1[CH:48]2[CH2:51][CH2:52][N:45]([CH2:50][CH2:49]2)[CH2:46]1)=[O:11])=[O:7])([CH3:4])([CH3:2])[CH3:3]. (4) Given the reactants C([O:3][C:4]([C:6]1[N:7]=[C:8]([Br:23])[N:9]([CH:20]([CH3:22])[CH3:21])[C:10]=1[CH:11]([C:13]1[CH:18]=[CH:17][C:16]([Cl:19])=[CH:15][CH:14]=1)O)=[O:5])C.[NH2:24][C:25]1[CH:32]=[CH:31][C:28]([C:29]#[N:30])=[CH:27][C:26]=1[CH3:33], predict the reaction product. The product is: [Br:23][C:8]1[N:9]([CH:20]([CH3:21])[CH3:22])[C:10]([CH:11]([C:13]2[CH:14]=[CH:15][C:16]([Cl:19])=[CH:17][CH:18]=2)[NH:24][C:25]2[CH:32]=[CH:31][C:28]([C:29]#[N:30])=[CH:27][C:26]=2[CH3:33])=[C:6]([C:4]([OH:3])=[O:5])[N:7]=1. (5) Given the reactants [NH2:1][C@@H:2]([C:5]1[CH:10]=[CH:9][CH:8]=[CH:7][CH:6]=1)[CH2:3][OH:4].[C:11]([Si:15](Cl)([CH3:17])[CH3:16])([CH3:14])([CH3:13])[CH3:12].C(N(CC)CC)C, predict the reaction product. The product is: [Si:15]([O:4][CH2:3][C@H:2]([C:5]1[CH:10]=[CH:9][CH:8]=[CH:7][CH:6]=1)[NH2:1])([C:11]([CH3:14])([CH3:13])[CH3:12])([CH3:17])[CH3:16].